This data is from Catalyst prediction with 721,799 reactions and 888 catalyst types from USPTO. The task is: Predict which catalyst facilitates the given reaction. (1) Reactant: C(OC([N:8]1[CH2:13][CH2:12][N:11]([C:14]2[C:19]([CH3:20])=[CH:18][C:17]([CH3:21])=[CH:16][N:15]=2)[CH2:10][CH2:9]1)=O)(C)(C)C.Cl.C(OCC)(=O)C.O.C(=O)([O-])[O-].[K+].[K+]. Product: [CH3:20][C:19]1[C:14]([N:11]2[CH2:10][CH2:9][NH:8][CH2:13][CH2:12]2)=[N:15][CH:16]=[C:17]([CH3:21])[CH:18]=1. The catalyst class is: 22. (2) Reactant: [N-:1]=[N+:2]=[N-:3].[Na+].Br[C:6]1[CH:11]=[CH:10][N:9]=[C:8]([C:12]#[N:13])[C:7]=1[O:14][CH3:15]. Product: [N:1]([C:6]1[CH:11]=[CH:10][N:9]=[C:8]([C:12]#[N:13])[C:7]=1[O:14][CH3:15])=[N+:2]=[N-:3]. The catalyst class is: 35. (3) Reactant: [CH3:1][O:2][C:3]1[CH:8]=[CH:7][C:6]([S:9]([CH:12]2[S:16][C:15](=[O:17])[NH:14][C:13]2=[O:18])(=[O:11])=[O:10])=[CH:5][CH:4]=1.C[Si](C)(C)[N-][Si](C)(C)C.[Na+].[Cl:29][C:30]1[CH:35]=[CH:34][C:33]([C:36]#[C:37][CH2:38][CH2:39][CH2:40]I)=[CH:32][CH:31]=1. Product: [Cl:29][C:30]1[CH:35]=[CH:34][C:33]([C:36]#[C:37][CH2:38][CH2:39][CH2:40][C:12]2([S:9]([C:6]3[CH:7]=[CH:8][C:3]([O:2][CH3:1])=[CH:4][CH:5]=3)(=[O:10])=[O:11])[S:16][C:15](=[O:17])[NH:14][C:13]2=[O:18])=[CH:32][CH:31]=1. The catalyst class is: 3. (4) Reactant: [C:1]1([C:7]2[CH:12]=[CH:11][C:10]([N:13]([CH2:25][C:26]3[CH:31]=[CH:30][C:29]([CH:32]([OH:39])[CH2:33][C:34]4[N:35]=[N:36][NH:37][N:38]=4)=[CH:28][CH:27]=3)[C:14]([NH:16][C:17]3[CH:22]=[C:21]([Cl:23])[CH:20]=[C:19]([Cl:24])[CH:18]=3)=[O:15])=[CH:9][CH:8]=2)[CH2:6][CH2:5][CH2:4][CH2:3][CH:2]=1.C(N(CC)CC)C.[CH3:47][S:48](Cl)(=[O:50])=[O:49].N12CCCN=C1CCCCC2. Product: [C:1]1([C:7]2[CH:8]=[CH:9][C:10]([N:13]([CH2:25][C:26]3[CH:27]=[CH:28][C:29]([CH:32]([O:39][S:48]([CH3:47])(=[O:50])=[O:49])[CH2:33][C:34]4[N:35]=[N:36][NH:37][N:38]=4)=[CH:30][CH:31]=3)[C:14]([NH:16][C:17]3[CH:22]=[C:21]([Cl:23])[CH:20]=[C:19]([Cl:24])[CH:18]=3)=[O:15])=[CH:11][CH:12]=2)[CH2:6][CH2:5][CH2:4][CH2:3][CH:2]=1. The catalyst class is: 2.